This data is from Forward reaction prediction with 1.9M reactions from USPTO patents (1976-2016). The task is: Predict the product of the given reaction. (1) Given the reactants [NH2:1][C:2]1[C:7]([CH3:9])([CH3:8])[S:6](=[O:11])(=[O:10])[CH2:5][C:4]([C:13]2[CH:18]=[C:17]([N+:19]([O-:21])=[O:20])[CH:16]=[CH:15][C:14]=2[F:22])([CH3:12])[N:3]=1.[C:23](O[C:23]([O:25][C:26]([CH3:29])([CH3:28])[CH3:27])=[O:24])([O:25][C:26]([CH3:29])([CH3:28])[CH3:27])=[O:24].C([O-])(O)=O.[Na+], predict the reaction product. The product is: [F:22][C:14]1[CH:15]=[CH:16][C:17]([N+:19]([O-:21])=[O:20])=[CH:18][C:13]=1[C:4]1([CH3:12])[CH2:5][S:6](=[O:10])(=[O:11])[C:7]([CH3:9])([CH3:8])[C:2]([NH:1][C:23](=[O:24])[O:25][C:26]([CH3:29])([CH3:28])[CH3:27])=[N:3]1. (2) The product is: [CH3:1][C:2]([CH3:25])([CH2:17][O:18][CH:19]1[CH2:24][CH2:23][CH2:22][CH2:21][O:20]1)[CH2:3][CH2:4][CH2:5][NH2:6]. Given the reactants [CH3:1][C:2]([CH3:25])([CH2:17][O:18][CH:19]1[CH2:24][CH2:23][CH2:22][CH2:21][O:20]1)[CH2:3][CH2:4][CH2:5][N:6]1C(=O)C2C(=CC=CC=2)C1=O.NN.O.CCOC(C)=O, predict the reaction product. (3) Given the reactants C([O:3][C:4](=[O:35])[CH2:5][N:6]([S:29]([N:32]([CH3:34])[CH3:33])(=[O:31])=[O:30])[CH2:7][C:8]1[CH:13]=[CH:12][C:11]([O:14][CH2:15][CH2:16][C:17]2[N:18]=[C:19]([C:23]3[CH:28]=[CH:27][CH:26]=[CH:25][CH:24]=3)[O:20][C:21]=2[CH3:22])=[CH:10][CH:9]=1)C.O.[OH-].[Li+], predict the reaction product. The product is: [CH3:33][N:32]([S:29]([N:6]([CH2:5][C:4]([OH:35])=[O:3])[CH2:7][C:8]1[CH:9]=[CH:10][C:11]([O:14][CH2:15][CH2:16][C:17]2[N:18]=[C:19]([C:23]3[CH:24]=[CH:25][CH:26]=[CH:27][CH:28]=3)[O:20][C:21]=2[CH3:22])=[CH:12][CH:13]=1)(=[O:30])=[O:31])[CH3:34]. (4) Given the reactants [Cl:1][C:2]1[CH:7]=[CH:6][C:5]([NH:8][C:9]([NH:11][CH2:12][CH:13]2[O:18][CH2:17][CH2:16][NH:15][CH2:14]2)=[O:10])=[CH:4][CH:3]=1.Cl[CH2:20][CH2:21][CH2:22][C:23]([C:25]1[CH:30]=[CH:29][C:28]([Cl:31])=[CH:27][CH:26]=1)=[O:24], predict the reaction product. The product is: [Cl:1][C:2]1[CH:7]=[CH:6][C:5]([NH:8][C:9]([NH:11][CH2:12][CH:13]2[O:18][CH2:17][CH2:16][N:15]([CH2:20][CH2:21][CH2:22][C:23]([C:25]3[CH:26]=[CH:27][C:28]([Cl:31])=[CH:29][CH:30]=3)=[O:24])[CH2:14]2)=[O:10])=[CH:4][CH:3]=1. (5) Given the reactants [NH2:1][CH2:2][C:3]1[C:12]2[C:7](=[CH:8][CH:9]=[CH:10][CH:11]=2)[C:6](=[O:13])[N:5]([NH:14][C:15](=[O:24])[CH2:16][C:17]2[CH:22]=[CH:21][C:20]([Cl:23])=[CH:19][CH:18]=2)[N:4]=1.[C:25](Cl)(=[O:34])[O:26][CH2:27][C:28]1[CH:33]=[CH:32][CH:31]=[CH:30][CH:29]=1, predict the reaction product. The product is: [CH2:27]([O:26][C:25](=[O:34])[NH:1][CH2:2][C:3]1[C:12]2[C:7](=[CH:8][CH:9]=[CH:10][CH:11]=2)[C:6](=[O:13])[N:5]([NH:14][C:15](=[O:24])[CH2:16][C:17]2[CH:18]=[CH:19][C:20]([Cl:23])=[CH:21][CH:22]=2)[N:4]=1)[C:28]1[CH:33]=[CH:32][CH:31]=[CH:30][CH:29]=1. (6) Given the reactants C(OC1N=C2C(N=C(OC)N2CCCC2CCCCN2)=C(N)N=1)CCC.[NH2:27][C:28]1[N:36]=[C:35]([O:37][C@@H:38]([CH3:42])[CH2:39][CH2:40][CH3:41])[N:34]=[C:33]2[C:29]=1[N:30]=[C:31]([O:61][CH3:62])[N:32]2[CH2:43][CH2:44][CH:45]1[CH2:50][CH2:49][N:48](C(OCC2C=CC=CC=2)=O)[CH2:47][CH2:46]1, predict the reaction product. The product is: [CH3:42][C@H:38]([O:37][C:35]1[N:34]=[C:33]2[C:29]([N:30]=[C:31]([O:61][CH3:62])[N:32]2[CH2:43][CH2:44][CH:45]2[CH2:46][CH2:47][NH:48][CH2:49][CH2:50]2)=[C:28]([NH2:27])[N:36]=1)[CH2:39][CH2:40][CH3:41]. (7) Given the reactants [NH:1]1[CH2:6][CH2:5][O:4][CH:3]([CH2:7][NH:8][C:9]([C:11]2[S:15][C:14]([C:16]3[CH:21]=[CH:20][C:19]([Cl:22])=[CH:18][CH:17]=3)=[N:13][C:12]=2[CH3:23])=[O:10])[CH2:2]1.I[C:25]1[CH:37]=[CH:36][CH:35]=[CH:34][C:26]=1[C:27]([O:29][C:30]([CH3:33])([CH3:32])[CH3:31])=[O:28], predict the reaction product. The product is: [Cl:22][C:19]1[CH:20]=[CH:21][C:16]([C:14]2[S:15][C:11]([C:9]([NH:8][CH2:7][CH:3]3[O:4][CH2:5][CH2:6][N:1]([C:34]4[CH:35]=[CH:36][CH:37]=[CH:25][C:26]=4[C:27]([O:29][C:30]([CH3:33])([CH3:32])[CH3:31])=[O:28])[CH2:2]3)=[O:10])=[C:12]([CH3:23])[N:13]=2)=[CH:17][CH:18]=1. (8) Given the reactants [NH:1]1[CH2:6][CH2:5][CH:4]([CH:7]2[O:20][CH2:19][C:18]3[C:17]4[CH:16]=[CH:15][CH:14]=[CH:13][C:12]=4[C:11](=[O:21])[NH:10][C:9]=3[CH2:8]2)[CH2:3][CH2:2]1.CCN(C(C)C)C(C)C.[CH:31]1([C:34](Cl)=[O:35])[CH2:33][CH2:32]1, predict the reaction product. The product is: [CH:31]1([C:34]([N:1]2[CH2:2][CH2:3][CH:4]([CH:7]3[O:20][CH2:19][C:18]4[C:17]5[C:12](=[CH:13][CH:14]=[CH:15][CH:16]=5)[C:11](=[O:21])[NH:10][C:9]=4[CH2:8]3)[CH2:5][CH2:6]2)=[O:35])[CH2:33][CH2:32]1. (9) The product is: [F:1][C:2]1[C:7]([F:8])=[CH:6][CH:5]=[CH:4][C:3]=1[C:9]1[N:17]=[C:12]2[CH:13]=[N:14][N:15]([CH2:19][C:20]3[O:24][N:23]=[C:22]([C:25]4[CH:30]=[CH:29][C:28]([CH2:31][CH3:32])=[CH:27][CH:26]=4)[CH:21]=3)[CH:16]=[C:11]2[N:10]=1. Given the reactants [F:1][C:2]1[C:7]([F:8])=[CH:6][CH:5]=[CH:4][C:3]=1[C:9]1[N:17]=[C:12]2[CH:13]=[N:14][NH:15][CH:16]=[C:11]2[N:10]=1.Cl[CH2:19][C:20]1[O:24][N:23]=[C:22]([C:25]2[CH:30]=[CH:29][C:28]([CH2:31][CH3:32])=[CH:27][CH:26]=2)[CH:21]=1, predict the reaction product.